The task is: Predict the reactants needed to synthesize the given product.. This data is from Retrosynthesis with 50K atom-mapped reactions and 10 reaction types from USPTO. Given the product COc1ccc(Cn2cnc(C(F)(F)F)c(Oc3cc(O)cc(C#N)c3)c2=O)cc1, predict the reactants needed to synthesize it. The reactants are: COc1ccc(Cn2cnc(C(F)(F)F)c(Br)c2=O)cc1.N#Cc1cc(O)cc(O)c1.